Dataset: Full USPTO retrosynthesis dataset with 1.9M reactions from patents (1976-2016). Task: Predict the reactants needed to synthesize the given product. (1) The reactants are: [Cl:1][C:2]1[C:3]([CH3:29])=[C:4]([CH2:8][N:9]([C:16]2[N:17]=[C:18]([N:23]3[CH2:28][CH2:27][O:26][CH2:25][CH2:24]3)[S:19][C:20]=2[C:21]#[N:22])[C:10](=O)[CH2:11][N:12]([CH3:14])[CH3:13])[CH:5]=[CH:6][CH:7]=1.B1([O-])O[O:31]1.O.O.O.O.[Na+]. Given the product [Cl:1][C:2]1[C:3]([CH3:29])=[C:4]([CH2:8][N:9]2[C:16]3[N:17]=[C:18]([N:23]4[CH2:24][CH2:25][O:26][CH2:27][CH2:28]4)[S:19][C:20]=3[C:21](=[O:31])[N:22]=[C:10]2[CH2:11][N:12]([CH3:13])[CH3:14])[CH:5]=[CH:6][CH:7]=1, predict the reactants needed to synthesize it. (2) Given the product [CH:3]1([N:9]2[C:13]([CH:14]3[CH2:15][CH2:16][O:17][CH2:18][CH2:19]3)=[C:12]([C:20]3[O:21][N:28]=[C:27]([C:29]4[CH:34]=[CH:33][C:32]([CH2:35][OH:36])=[CH:31][CH:30]=4)[N:26]=3)[CH:11]=[N:10]2)[CH2:8][CH2:7][CH2:6][CH2:5][CH2:4]1, predict the reactants needed to synthesize it. The reactants are: [H-].[Na+].[CH:3]1([N:9]2[C:13]([CH:14]3[CH2:19][CH2:18][O:17][CH2:16][CH2:15]3)=[C:12]([C:20](OCC)=[O:21])[CH:11]=[N:10]2)[CH2:8][CH2:7][CH2:6][CH2:5][CH2:4]1.O[N:26]=[C:27]([C:29]1[CH:34]=[CH:33][C:32]([CH2:35][OH:36])=[CH:31][CH:30]=1)[NH2:28].O. (3) Given the product [Cl:34][C:33]1[CH:32]=[CH:31][C:30]([S:35](=[O:36])(=[O:37])[NH2:38])=[CH:29][C:28]=1[NH:27][C:12]([C:11]1[CH:10]=[N:9][N:8]2[C:3]([C:2]([F:26])([F:1])[F:25])=[CH:4][C:5]([C:15]3[CH:20]=[CH:19][C:18]([C:21]([F:23])([F:22])[F:24])=[CH:17][CH:16]=3)=[N:6][C:7]=12)=[O:13], predict the reactants needed to synthesize it. The reactants are: [F:1][C:2]([F:26])([F:25])[C:3]1[N:8]2[N:9]=[CH:10][C:11]([C:12](O)=[O:13])=[C:7]2[N:6]=[C:5]([C:15]2[CH:20]=[CH:19][C:18]([C:21]([F:24])([F:23])[F:22])=[CH:17][CH:16]=2)[CH:4]=1.[NH2:27][C:28]1[CH:29]=[C:30]([S:35]([NH2:38])(=[O:37])=[O:36])[CH:31]=[CH:32][C:33]=1[Cl:34]. (4) Given the product [CH3:4][C:5]1[C:10]([CH:1]=[O:3])=[CH:9][N:8]=[C:7]([NH:13][CH2:14][CH2:15][CH2:16][CH:17]2[CH2:18][CH2:19][N:20]([CH3:23])[CH2:21][CH2:22]2)[N:6]=1, predict the reactants needed to synthesize it. The reactants are: [CH:1]([OH:3])=O.[CH3:4][C:5]1[C:10](C#N)=[CH:9][N:8]=[C:7]([NH:13][CH2:14][CH2:15][CH2:16][CH:17]2[CH2:22][CH2:21][N:20]([CH3:23])[CH2:19][CH2:18]2)[N:6]=1. (5) Given the product [CH3:32][O:31][C:28]1[CH:27]=[CH:26][C:25]([C:24]([CH:8]([OH:9])[C@H:6]2[S:7][C@@H:1]([N:10]3[CH:17]=[CH:16][C:14](=[O:15])[NH:13][C:11]3=[O:12])[C@H:2]([OH:3])[C@@H:4]2[OH:5])([C:33]2[CH:34]=[CH:35][CH:36]=[CH:37][CH:38]=2)[C:23]2[CH:40]=[CH:41][C:20]([O:19][CH3:18])=[CH:21][CH:22]=2)=[CH:30][CH:29]=1, predict the reactants needed to synthesize it. The reactants are: [C@@H:1]1([N:10]2[CH:17]=[CH:16][C:14](=[O:15])[NH:13][C:11]2=[O:12])[S:7][C@H:6]([CH2:8][OH:9])[C@@H:4]([OH:5])[C@H:2]1[OH:3].[CH3:18][O:19][C:20]1[CH:41]=[CH:40][C:23]([C:24](Cl)([C:33]2[CH:38]=[CH:37][CH:36]=[CH:35][CH:34]=2)[C:25]2[CH:30]=[CH:29][C:28]([O:31][CH3:32])=[CH:27][CH:26]=2)=[CH:22][CH:21]=1. (6) Given the product [CH3:40][N:39]([CH3:41])[CH2:38][CH2:37][N:36]([CH2:35][C:32]1[CH:31]=[CH:30][C:29]([NH:28][C:4]([C:6]2[C:7]3[N:8]=[CH:9][CH:10]=[N:11][C:12]=3[C:13]([C:16]3[C:21]([F:22])=[C:20]([O:23][CH3:24])[CH:19]=[C:18]([O:25][CH3:26])[C:17]=3[Cl:27])=[CH:14][CH:15]=2)=[O:3])=[N:34][CH:33]=1)[CH3:42], predict the reactants needed to synthesize it. The reactants are: C([O:3][C:4]([C:6]1[C:7]2[N:8]=[CH:9][CH:10]=[N:11][C:12]=2[C:13]([C:16]2[C:21]([F:22])=[C:20]([O:23][CH3:24])[CH:19]=[C:18]([O:25][CH3:26])[C:17]=2[Cl:27])=[CH:14][CH:15]=1)=O)C.[NH2:28][C:29]1[N:34]=[CH:33][C:32]([CH2:35][N:36]([CH3:42])[CH2:37][CH2:38][N:39]([CH3:41])[CH3:40])=[CH:31][CH:30]=1.C[Al](C)C.C([O-])(O)=O.[Na+]. (7) Given the product [C:1]([O:5][CH3:6])(=[O:4])[C:2]([CH3:10])=[CH2:3].[C:1]([O:5][CH2:6][CH2:7][CH2:8][CH3:9])(=[O:4])[CH:2]=[CH2:3].[C:1]([O:5][CH3:6])(=[O:4])[C:2]([CH3:10])=[CH2:3], predict the reactants needed to synthesize it. The reactants are: [C:1]([O:5][CH2:6][CH2:7][CH2:8][CH3:9])(=[O:4])[CH:2]=[CH2:3].[CH3:10]O.